From a dataset of Drug-target binding data from BindingDB using Ki measurements. Regression. Given a target protein amino acid sequence and a drug SMILES string, predict the binding affinity score between them. We predict pKi (pKi = -log10(Ki in M); higher means stronger inhibition). Dataset: bindingdb_ki. (1) The small molecule is Cc1ccc(C(=O)Nc2ccc([C@@H]3CNCCO3)cc2)cc1. The target protein (Q923Y9) has sequence MHLCHNSANISHTNSNWSRDVRASLYSLISLIILTTLVGNLIVIISISHFKQLHTPTNWLLHSMAVVDFLLGCLVMPYSMVRTVEHCWYFGELFCKLHTSTDIMLSSASILHLAFISIDRYYAVCDPLRYKAKINLAAIFVMILISWSLPAVFAFGMIFLELNLEGVEELYHNQVFCLRGCFPFFSKVSGVLAFMTSFYIPGSVMLFVYYRIYFIAKGQARSINRANLQVGLEGESRAPQSKETKAAKTLGIMVGVFLLCWCPFFFCMVLDPFLGYVIPPTLNDTLNWFGYLNSAFNPMVYAFFYPWFRRALKMVLFGKIFQKDSSRSKLFL. The pKi is 8.6. (2) The small molecule is O=C([C@@H]1CCCN1C(=O)OCc1ccccc1)N1CCOC1. The target protein (Q9XTA2) has sequence MLSFQYPDVYRDETAVQDYHGHKICDPYAWLEDPDSEQTKAFVEAQNKITVPFLEQCPIRGLYKERMTELYDYPKYSCNFKKGKRYFYFYNTGLQNQRVLYVQDSLEGEARVCLDPNTLSDDGTVALRGYAFSEDGEYVAYGLSASGSDWVTIKFMKVDGAKELADVLERVKFSCMAWTHDGKGMFYNAYPQQDGKSDGTETSTNLHQKLCYHVLGTDQSEDILCAEFPDEPKWMGGAELSDDGRYVLLSIREGCDPVNRLWYCDLHQEPNGITGILKWVKLIDNFEGEYDYVTNEGTVFTFKTNRHSPNYRLINIDFTDPEESRWKVLVPEHEKDVLEWVACVRSNFLVLCYLHDVKNTLQLHDMATGALLKTFPLEVGSVVGYSGQKKDTEIFYQFTSFLSPGIIYHCDLTKEELEPRVFREVTVKGIDASDYQTVQIFYPSKDGTKIPMFIVHKKGIKLDGSHPAFLYGYGGFNISITPNYSVCRLIFVRHMGGVLA.... The pKi is 5.5.